Dataset: Reaction yield outcomes from USPTO patents with 853,638 reactions. Task: Predict the reaction yield, written as a fraction of the theoretical maximum amount of product (1.0 means a 100% yield; for example, 0.34 means a 34% yield). (1) The reactants are [CH2:1]([C:5]1[O:6][C:7]2[CH:39]=[CH:38][CH:37]=[CH:36][C:8]=2[C:9]=1[CH2:10][C:11]1[CH:16]=[CH:15][C:14]([C:17]2[CH:22]=[CH:21][C:20]([O:23][CH2:24][CH2:25][CH2:26][C:27]3[CH:32]=[CH:31][CH:30]=[CH:29][CH:28]=3)=[C:19]([N+:33]([O-])=O)[CH:18]=2)=[CH:13][CH:12]=1)[CH2:2][CH2:3][CH3:4]. The catalyst is C(O)C.C(O)(=O)C.[Fe]. The product is [CH2:1]([C:5]1[O:6][C:7]2[CH:39]=[CH:38][CH:37]=[CH:36][C:8]=2[C:9]=1[CH2:10][C:11]1[CH:12]=[CH:13][C:14]([C:17]2[CH:22]=[CH:21][C:20]([O:23][CH2:24][CH2:25][CH2:26][C:27]3[CH:32]=[CH:31][CH:30]=[CH:29][CH:28]=3)=[C:19]([NH2:33])[CH:18]=2)=[CH:15][CH:16]=1)[CH2:2][CH2:3][CH3:4]. The yield is 0.290. (2) The reactants are I[C:2]1[C:7]2[N:8]=[C:9]([S:12][CH3:13])[N:10]=[CH:11][C:6]=2[C:5](=[O:14])[NH:4][CH:3]=1.[CH3:15][N:16]1[CH:20]=[C:19](B(O)O)[CH:18]=[N:17]1.O.O.O.P([O-])([O-])([O-])=O.[K+].[K+].[K+].O1CCOCC1. The catalyst is O.C(OCC)(=O)C. The product is [CH3:15][N:16]1[CH:20]=[C:19]([C:2]2[C:7]3[N:8]=[C:9]([S:12][CH3:13])[N:10]=[CH:11][C:6]=3[C:5](=[O:14])[NH:4][CH:3]=2)[CH:18]=[N:17]1. The yield is 1.14. (3) The reactants are C(OC([N:8]1[CH2:13][CH2:12][CH:11]([C:14]([NH:16][C:17]2[S:18][C:19]([C:27]3[CH:32]=[CH:31][N:30]=[CH:29][CH:28]=3)=[C:20]([C:22]3[O:23][CH:24]=[CH:25][CH:26]=3)[N:21]=2)=[O:15])[CH2:10][CH2:9]1)=O)(C)(C)C.FC(F)(F)C(O)=O. The catalyst is ClCCl. The product is [O:23]1[CH:24]=[CH:25][CH:26]=[C:22]1[C:20]1[N:21]=[C:17]([NH:16][C:14]([CH:11]2[CH2:12][CH2:13][NH:8][CH2:9][CH2:10]2)=[O:15])[S:18][C:19]=1[C:27]1[CH:28]=[CH:29][N:30]=[CH:31][CH:32]=1. The yield is 0.840. (4) The reactants are [NH2:1][C:2]1[CH:3]=[C:4]([CH:23]=[CH:24][CH:25]=1)[C:5]([NH:7][C:8]1[CH:13]=[CH:12][CH:11]=[C:10]([NH:14][C:15]2[C:20]([Cl:21])=[CH:19][N:18]=[C:17](Cl)[N:16]=2)[CH:9]=1)=[O:6].Cl. The catalyst is COCCO.O1CCOCC1. The product is [ClH:21].[Cl:21][C:20]1[CH:19]=[N:18][C:17]2[NH:1][C:2]3[CH:25]=[CH:24][CH:23]=[C:4]([CH:3]=3)[C:5](=[O:6])[NH:7][C:8]3[CH:9]=[C:10]([NH:14][C:15]=1[N:16]=2)[CH:11]=[CH:12][CH:13]=3. The yield is 0.660. (5) The reactants are C(O[C:6](=[O:19])[NH:7][CH:8]1[C:16]2[C:11](=[CH:12][CH:13]=[C:14]([NH2:17])[CH:15]=2)[CH2:10][CH:9]1[OH:18])(C)(C)C.C(O)(C(F)(F)F)=O.O=C1CCC(=O)N1OC([C:37]1[CH:42]=[CH:41][C:40]([C:43]2[CH:48]=[CH:47][CH:46]=[CH:45][CH:44]=2)=[CH:39][CH:38]=1)=O. The catalyst is C(Cl)Cl. The product is [NH2:17][C:14]1[CH:15]=[C:16]2[C:11]([CH2:10][CH:9]([OH:18])[CH:8]2[NH:7][C:6]([C:46]2[CH:47]=[CH:48][C:43]([C:40]3[CH:41]=[CH:42][CH:37]=[CH:38][CH:39]=3)=[CH:44][CH:45]=2)=[O:19])=[CH:12][CH:13]=1. The yield is 0.960. (6) The reactants are [F:1][C:2]1[CH:3]=[C:4]([OH:9])[CH:5]=[C:6]([F:8])[CH:7]=1.CO[C:12]([CH3:15])([CH3:14])[CH3:13]. The catalyst is [Cl-].[Zr+4].[Cl-].[Cl-].[Cl-]. The product is [C:12]([C:7]1[C:2]([F:1])=[CH:3][C:4]([OH:9])=[CH:5][C:6]=1[F:8])([CH3:15])([CH3:14])[CH3:13]. The yield is 0.540.